This data is from Catalyst prediction with 721,799 reactions and 888 catalyst types from USPTO. The task is: Predict which catalyst facilitates the given reaction. (1) Reactant: [CH2:1]([N:8]1[CH2:17][CH2:16][C:15]2[C:14](Cl)=[N:13][CH:12]=[N:11][C:10]=2[CH2:9]1)[C:2]1[CH:7]=[CH:6][CH:5]=[CH:4][CH:3]=1.[F:19][C:20]([F:29])([F:28])[C:21]1[CH:26]=[CH:25][C:24]([NH2:27])=[CH:23][CH:22]=1. Product: [CH2:1]([N:8]1[CH2:17][CH2:16][C:15]2[C:14]([NH:27][C:24]3[CH:25]=[CH:26][C:21]([C:20]([F:19])([F:28])[F:29])=[CH:22][CH:23]=3)=[N:13][CH:12]=[N:11][C:10]=2[CH2:9]1)[C:2]1[CH:7]=[CH:6][CH:5]=[CH:4][CH:3]=1. The catalyst class is: 141. (2) Reactant: [CH:1]([O:4][C:5]1[CH:10]=[CH:9][C:8]([C:11]2[N:15]=[C:14]([C:16]3[CH:29]=[CH:28][C:19]([O:20][C@H:21]([CH3:27])[C:22](OCC)=[O:23])=[CH:18][CH:17]=3)[O:13][N:12]=2)=[CH:7][C:6]=1[C:30]([F:33])([F:32])[F:31])([CH3:3])[CH3:2].[H-].[Al+3].[Li+].[H-].[H-].[H-].CCOC(C)=O.CCCCCCC.CC(OI1(OC(C)=O)(OC(C)=O)OC(=O)C2C=CC=CC1=2)=O. Product: [CH:1]([O:4][C:5]1[CH:10]=[CH:9][C:8]([C:11]2[N:15]=[C:14]([C:16]3[CH:17]=[CH:18][C:19]([O:20][C@H:21]([CH3:27])[CH:22]=[O:23])=[CH:28][CH:29]=3)[O:13][N:12]=2)=[CH:7][C:6]=1[C:30]([F:31])([F:32])[F:33])([CH3:2])[CH3:3]. The catalyst class is: 7. (3) The catalyst class is: 7. Reactant: [CH3:1][C:2]1[C:6]2[CH:7]=[C:8]([CH3:11])[CH:9]=[CH:10][C:5]=2[O:4][C:3]=1[CH:12]=[O:13].[CH:14]1([Mg]Br)[CH2:19][CH2:18][CH2:17][CH2:16][CH2:15]1.[Cl-].[NH4+]. Product: [CH:14]1([CH:12]([C:3]2[O:4][C:5]3[CH:10]=[CH:9][C:8]([CH3:11])=[CH:7][C:6]=3[C:2]=2[CH3:1])[OH:13])[CH2:19][CH2:18][CH2:17][CH2:16][CH2:15]1. (4) Reactant: [N:1]([C@@H:4]([C@H:19]([C:22]1[CH:27]=[CH:26][CH:25]=[CH:24][CH:23]=1)[CH2:20][CH3:21])[C:5]([N:7]1[C@@H:11]([C:12]2[CH:17]=[CH:16][CH:15]=[CH:14][CH:13]=2)[CH2:10][O:9][C:8]1=[O:18])=[O:6])=[N+]=[N-].[C:28](O[C:28]([O:30][C:31]([CH3:34])([CH3:33])[CH3:32])=[O:29])([O:30][C:31]([CH3:34])([CH3:33])[CH3:32])=[O:29].C(OCC)(=O)C. Product: [C:31]([O:30][C:28](=[O:29])[NH:1][C@H:4]([C:5]([N:7]1[C@@H:11]([C:12]2[CH:17]=[CH:16][CH:15]=[CH:14][CH:13]=2)[CH2:10][O:9][C:8]1=[O:18])=[O:6])[C@H:19]([C:22]1[CH:27]=[CH:26][CH:25]=[CH:24][CH:23]=1)[CH2:20][CH3:21])([CH3:34])([CH3:33])[CH3:32]. The catalyst class is: 45. (5) Product: [CH2:31]([NH:39][CH2:20][C:19]1[CH:22]=[CH:23][C:16]([O:15][C:12]2[N:13]=[CH:14][C:9]([C:7]([N:1]3[CH2:6][CH2:5][CH2:4][CH2:3][CH2:2]3)=[O:8])=[CH:10][CH:11]=2)=[CH:17][CH:18]=1)[CH2:32][C:33]1[CH:38]=[CH:37][CH:36]=[CH:35][CH:34]=1. Reactant: [N:1]1([C:7]([C:9]2[CH:10]=[CH:11][C:12]([O:15][C:16]3[CH:23]=[CH:22][C:19]([CH:20]=O)=[CH:18][CH:17]=3)=[N:13][CH:14]=2)=[O:8])[CH2:6][CH2:5][CH2:4][CH2:3][CH2:2]1.COC(OC)OC.[CH2:31]([NH2:39])[CH2:32][C:33]1[CH:38]=[CH:37][CH:36]=[CH:35][CH:34]=1.[BH4-].[Na+]. The catalyst class is: 5. (6) Reactant: [NH2:1][CH2:2][CH2:3][O:4][CH2:5][CH2:6][O:7][CH2:8][CH2:9][O:10][CH2:11][CH2:12][NH:13][S:14]([C:17]1[CH:22]=[CH:21][CH:20]=[C:19]([CH:23]2[C:32]3[C:27](=[C:28]([Cl:34])[CH:29]=[C:30]([Cl:33])[CH:31]=3)[CH2:26][N:25]([CH3:35])[CH2:24]2)[CH:18]=1)(=[O:16])=[O:15].[CH2:36]([N:38]([CH2:41][CH3:42])[CH2:39][CH3:40])C.[O:43]([CH2:55][C:56]([O:58]N1C(=O)CCC1=O)=O)[CH2:44][C:45]([O:47]N1C(=O)CCC1=O)=O. Product: [O:43]([CH2:55][C:56]([NH:1][CH2:2][CH2:3][O:58][CH2:56][CH2:55][O:43][CH2:44][CH2:45][O:47][CH2:11][CH2:12][NH:13][S:14]([C:17]1[CH:22]=[CH:21][CH:20]=[C:19]([CH:40]2[C:32]3[C:42](=[C:28]([Cl:34])[CH:29]=[C:30]([Cl:33])[CH:31]=3)[CH2:41][N:38]([CH3:36])[CH2:39]2)[CH:18]=1)(=[O:16])=[O:15])=[O:58])[CH2:44][C:45]([NH:1][CH2:2][CH2:3][O:4][CH2:5][CH2:6][O:7][CH2:8][CH2:9][O:10][CH2:11][CH2:12][NH:13][S:14]([C:17]1[CH:22]=[CH:21][CH:20]=[C:19]([CH:23]2[C:32]3[C:27](=[C:28]([Cl:34])[CH:29]=[C:30]([Cl:33])[CH:31]=3)[CH2:26][N:25]([CH3:35])[CH2:24]2)[CH:18]=1)(=[O:16])=[O:15])=[O:47]. The catalyst class is: 3. (7) Reactant: [CH3:1][C:2]1[N:3]([C:8]2[CH:12]=[CH:11][N:10]([CH3:13])[N:9]=2)[C:4]([CH3:7])=[CH:5][CH:6]=1.C([Li])CCC.[I:19]I.Cl. Product: [CH3:7][C:4]1[N:3]([C:8]2[CH:12]=[C:11]([I:19])[N:10]([CH3:13])[N:9]=2)[C:2]([CH3:1])=[CH:6][CH:5]=1. The catalyst class is: 217.